From a dataset of Catalyst prediction with 721,799 reactions and 888 catalyst types from USPTO. Predict which catalyst facilitates the given reaction. Reactant: [BH4-].[Na+].[Cl:3][C:4]1[CH:5]=[C:6]2[C:10](=[CH:11][CH:12]=1)[NH:9][C:8]([C:13]([O:15][CH2:16][CH3:17])=[O:14])=[C:7]2[S:18]C#N. Product: [Cl:3][C:4]1[CH:5]=[C:6]2[C:10](=[CH:11][CH:12]=1)[NH:9][C:8]([C:13]([O:15][CH2:16][CH3:17])=[O:14])=[C:7]2[SH:18]. The catalyst class is: 40.